From a dataset of Forward reaction prediction with 1.9M reactions from USPTO patents (1976-2016). Predict the product of the given reaction. Given the reactants [H-].[Na+].[C:3]([O:9][CH3:10])(=[O:8])[CH2:4][C:5]([CH3:7])=[O:6].[Li]CCCC.CCCCCC.CC1C=CC(S(O[CH2:33][C:34]2[O:35][CH:36]=[CH:37][N:38]=2)(=O)=O)=CC=1, predict the reaction product. The product is: [O:35]1[CH:36]=[CH:37][N:38]=[C:34]1[CH2:33][CH2:7][C:5](=[O:6])[CH2:4][C:3]([O:9][CH3:10])=[O:8].